From a dataset of HIV replication inhibition screening data with 41,000+ compounds from the AIDS Antiviral Screen. Binary Classification. Given a drug SMILES string, predict its activity (active/inactive) in a high-throughput screening assay against a specified biological target. (1) The molecule is Cl.NCCCCCNOCCCN. The result is 0 (inactive). (2) The compound is CC(=O)OCC1=C(CCC#N)N2C(=O)C(NC(=O)Cc3cccs3)C2S(=O)C1. The result is 0 (inactive). (3) The drug is Cc1ccc2c(c1C)CC1(Cc3ccc(C)c(C)c3C1=O)C2=O. The result is 0 (inactive). (4) The compound is N#CC1(Cc2ccccc2[N+](=O)[O-])c2ccccc2C2C(N1C(=O)c1ccccc1)C2(Cl)Cl. The result is 0 (inactive). (5) The molecule is COc1ccc(NC(=O)C(=CNC(=S)NNC(C)=O)C(C)=O)cc1. The result is 0 (inactive). (6) The drug is CCC1(C)NN=c2sc(=Cc3ccc(OC)cc3)c(=O)n2N1. The result is 0 (inactive). (7) The molecule is CC(C)CCCC(C)C1CCC2C3CCC4CC(CCC=C(c5cc(Cl)c(OCc6ccccc6[N+](=O)[O-])c(C(=O)O)c5)c5cc(Cl)c(OCc6ccccc6[N+](=O)[O-])c(C(=O)O)c5)CCC4(C)C3CCC12C.[NaH]. The result is 1 (active).